From a dataset of Reaction yield outcomes from USPTO patents with 853,638 reactions. Predict the reaction yield, written as a fraction of the theoretical maximum amount of product (1.0 means a 100% yield; for example, 0.34 means a 34% yield). (1) The product is [C:8]([NH:35]/[C:23](/[CH2:24][CH2:25][CH2:26][CH3:27])=[C:18](/[CH2:17][C:16]1[CH:29]=[CH:30][C:13]([Br:12])=[CH:14][CH:15]=1)\[C:19]([O:21][CH3:22])=[O:20])(=[O:11])[CH3:9]. The yield is 0.480. The reactants are C1(C)C=CC=CC=1.[C:8]([OH:11])(=O)[CH3:9].[Br:12][C:13]1[CH:30]=[CH:29][C:16]([CH2:17][CH:18]([C:23](=O)[CH2:24][CH2:25][CH2:26][CH3:27])[C:19]([O:21][CH3:22])=[O:20])=[CH:15][CH:14]=1.C([O-])(=O)C.[NH4+:35]. The catalyst is CCCCCC.C(OCC)(=O)C. (2) No catalyst specified. The yield is 0.520. The product is [C:20]1([N:19]2[C:18](=[O:26])[C:17]3[C:12](=[CH:13][CH:14]=[CH:15][CH:16]=3)[N:11]=[C:10]2[CH:9]=[CH:7][C:2]2[CH:3]=[CH:4][CH:5]=[CH:6][N:1]=2)[CH:21]=[CH:22][CH:23]=[CH:24][CH:25]=1. The reactants are [N:1]1[CH:6]=[CH:5][CH:4]=[CH:3][C:2]=1[CH:7]=O.[CH3:9][C:10]1[N:19]([C:20]2[CH:25]=[CH:24][CH:23]=[CH:22][CH:21]=2)[C:18](=[O:26])[C:17]2[C:12](=[CH:13][CH:14]=[CH:15][CH:16]=2)[N:11]=1. (3) The reactants are [CH:1]1([O:6][C:7](=[O:47])[C@@H:8]([NH:16][CH2:17][C:18]2[CH:23]=[CH:22][C:21]([CH2:24][NH:25][CH2:26][C:27]3[CH:28]=[CH:29][C:30]4[CH:34]=[C:33]([C:35](=[O:45])[NH:36][O:37]C(OCC(C)C)C)[S:32][C:31]=4[CH:46]=3)=[CH:20][CH:19]=2)[CH2:9][C:10]2[CH:15]=[CH:14][CH:13]=[CH:12][CH:11]=2)[CH2:5][CH2:4][CH2:3][CH2:2]1.CO.C(O)(C(F)(F)F)=O. The catalyst is C(Cl)Cl. The product is [CH:1]1([O:6][C:7](=[O:47])[C@@H:8]([NH:16][CH2:17][C:18]2[CH:23]=[CH:22][C:21]([CH2:24][NH:25][CH2:26][C:27]3[CH:28]=[CH:29][C:30]4[CH:34]=[C:33]([C:35](=[O:45])[NH:36][OH:37])[S:32][C:31]=4[CH:46]=3)=[CH:20][CH:19]=2)[CH2:9][C:10]2[CH:15]=[CH:14][CH:13]=[CH:12][CH:11]=2)[CH2:5][CH2:4][CH2:3][CH2:2]1. The yield is 0.590. (4) The reactants are [Br:1][C:2]1[C:3](F)=[C:4]2[C:10]([NH:11][C:12](=[O:20])[C:13]3[CH:18]=[CH:17][CH:16]=[C:15]([F:19])[CH:14]=3)=[CH:9][NH:8][C:5]2=[N:6][CH:7]=1.[NH:22]1[CH2:27][CH2:26][CH2:25][C@@H:24]([NH:28][C:29](=[O:35])[O:30][C:31]([CH3:34])([CH3:33])[CH3:32])[CH2:23]1.CC#N.O. The catalyst is CCCCO. The product is [Br:1][C:2]1[C:3]([N:22]2[CH2:27][CH2:26][CH2:25][C@@H:24]([NH:28][C:29](=[O:35])[O:30][C:31]([CH3:33])([CH3:32])[CH3:34])[CH2:23]2)=[C:4]2[C:10]([NH:11][C:12](=[O:20])[C:13]3[CH:18]=[CH:17][CH:16]=[C:15]([F:19])[CH:14]=3)=[CH:9][NH:8][C:5]2=[N:6][CH:7]=1. The yield is 0.270. (5) The reactants are [CH2:1]([N:8]1[CH2:12][CH2:11][C@H:10]([OH:13])[CH2:9]1)[C:2]1[CH:7]=[CH:6][CH:5]=[CH:4][CH:3]=1.[C:14]1([CH3:24])[CH:19]=[CH:18][C:17]([S:20](Cl)(=[O:22])=[O:21])=[CH:16][CH:15]=1. No catalyst specified. The product is [CH2:1]([N:8]1[CH2:12][CH2:11][C@H:10]([OH:13])[CH2:9]1)[C:2]1[CH:3]=[CH:4][CH:5]=[CH:6][CH:7]=1.[S:20]([C:17]1[CH:18]=[CH:19][C:14]([CH3:24])=[CH:15][CH:16]=1)([O-:13])(=[O:22])=[O:21]. The yield is 0.980. (6) The reactants are [NH3:1].Cl[C:3]1[N:8]=[C:7]([Cl:9])[N:6]=[C:5]([N:10]2[CH2:15][CH2:14][CH2:13][CH2:12][CH2:11]2)[N:4]=1. The catalyst is O1CCOCC1. The product is [NH2:1][C:3]1[N:8]=[C:7]([Cl:9])[N:6]=[C:5]([N:10]2[CH2:15][CH2:14][CH2:13][CH2:12][CH2:11]2)[N:4]=1. The yield is 0.980. (7) The product is [Cl:27][C:28]1[CH:29]=[CH:30][C:31]2[O:35][C:34]([NH:36][C:37]3[O:11][C@:3]4([CH2:2][N:1]=3)[CH:8]3[CH2:7][CH2:6][N:5]([CH2:10][CH2:9]3)[CH2:4]4)=[N:33][C:32]=2[CH:42]=1. The yield is 0.530. The catalyst is CN(C=O)C. The reactants are [NH2:1][CH2:2][C@@:3]1([OH:11])[CH:8]2[CH2:9][CH2:10][N:5]([CH2:6][CH2:7]2)[CH2:4]1.CCN(C(C)C)C(C)C.C([O-])([O-])=O.[Cs+].[Cs+].[Cl:27][C:28]1[CH:29]=[CH:30][C:31]2[O:35][C:34]([N:36]=[C:37](SC)SC)=[N:33][C:32]=2[CH:42]=1. (8) The reactants are [CH3:1][C:2]1[N:11]=[CH:10][C:9]2[C:4](=[CH:5][CH:6]=[CH:7][C:8]=2F)[N:3]=1.[CH3:13][CH:14]1[CH2:19][NH:18][CH2:17][CH2:16][NH:15]1.C(N(CC)CC)C. The catalyst is CN(C=O)C. The product is [CH3:1][C:2]1[N:11]=[CH:10][C:9]2[C:4](=[CH:5][CH:6]=[CH:7][C:8]=2[N:18]2[CH2:17][CH2:16][NH:15][CH:14]([CH3:13])[CH2:19]2)[N:3]=1. The yield is 0.570. (9) The reactants are [Cl:1][C:2]1[CH:3]=[C:4]([CH:29]=[CH:30][CH:31]=1)[CH2:5][NH:6][C:7]1[CH:8]=[C:9]([N:16]2[CH2:21][CH2:20][N:19](C(OC(C)(C)C)=O)[CH2:18][CH2:17]2)[CH:10]=[CH:11][C:12]=1[N+:13]([O-:15])=[O:14].Cl. The catalyst is ClCCl.C(OCC)C. The product is [ClH:1].[Cl:1][C:2]1[CH:3]=[C:4]([CH:29]=[CH:30][CH:31]=1)[CH2:5][NH:6][C:7]1[CH:8]=[C:9]([N:16]2[CH2:21][CH2:20][NH:19][CH2:18][CH2:17]2)[CH:10]=[CH:11][C:12]=1[N+:13]([O-:15])=[O:14]. The yield is 0.390.